This data is from Full USPTO retrosynthesis dataset with 1.9M reactions from patents (1976-2016). The task is: Predict the reactants needed to synthesize the given product. Given the product [CH3:13][O:12][C:11]1[CH:10]=[C:9]([CH3:14])[C:8]2[NH:7][C:6](=[O:15])[C:5]3[S:16][CH:17]=[CH:18][C:4]=3[C:3]=2[C:2]=1[C:27]1[CH:28]=[CH:29][C:30]([C@@H:33]([CH3:43])[CH2:34][NH:35][C:36](=[O:42])[O:37][C:38]([CH3:40])([CH3:39])[CH3:41])=[CH:31][CH:32]=1, predict the reactants needed to synthesize it. The reactants are: Br[C:2]1[C:3]2[C:4]3[CH:18]=[CH:17][S:16][C:5]=3[C:6](=[O:15])[NH:7][C:8]=2[C:9]([CH3:14])=[CH:10][C:11]=1[O:12][CH3:13].CC1(C)C(C)(C)OB([C:27]2[CH:32]=[CH:31][C:30]([C@@H:33]([CH3:43])[CH2:34][NH:35][C:36](=[O:42])[O:37][C:38]([CH3:41])([CH3:40])[CH3:39])=[CH:29][CH:28]=2)O1.